This data is from NCI-60 drug combinations with 297,098 pairs across 59 cell lines. The task is: Regression. Given two drug SMILES strings and cell line genomic features, predict the synergy score measuring deviation from expected non-interaction effect. (1) Drug 1: CC1=C(C=C(C=C1)NC(=O)C2=CC=C(C=C2)CN3CCN(CC3)C)NC4=NC=CC(=N4)C5=CN=CC=C5. Drug 2: CC1CCCC2(C(O2)CC(NC(=O)CC(C(C(=O)C(C1O)C)(C)C)O)C(=CC3=CSC(=N3)C)C)C. Cell line: NCIH23. Synergy scores: CSS=60.3, Synergy_ZIP=10.0, Synergy_Bliss=7.98, Synergy_Loewe=-29.2, Synergy_HSA=7.33. (2) Drug 1: CCC1(C2=C(COC1=O)C(=O)N3CC4=CC5=C(C=CC(=C5CN(C)C)O)N=C4C3=C2)O.Cl. Drug 2: C(CCl)NC(=O)N(CCCl)N=O. Cell line: SR. Synergy scores: CSS=74.2, Synergy_ZIP=0.297, Synergy_Bliss=0.303, Synergy_Loewe=-3.98, Synergy_HSA=1.65. (3) Drug 1: C1CCC(CC1)NC(=O)N(CCCl)N=O. Drug 2: CC1C(C(CC(O1)OC2CC(OC(C2O)C)OC3=CC4=CC5=C(C(=O)C(C(C5)C(C(=O)C(C(C)O)O)OC)OC6CC(C(C(O6)C)O)OC7CC(C(C(O7)C)O)OC8CC(C(C(O8)C)O)(C)O)C(=C4C(=C3C)O)O)O)O. Cell line: TK-10. Synergy scores: CSS=-0.612, Synergy_ZIP=-3.12, Synergy_Bliss=-4.57, Synergy_Loewe=-6.29, Synergy_HSA=-5.62. (4) Drug 1: C1=CC(=CC=C1C#N)C(C2=CC=C(C=C2)C#N)N3C=NC=N3. Drug 2: CNC(=O)C1=NC=CC(=C1)OC2=CC=C(C=C2)NC(=O)NC3=CC(=C(C=C3)Cl)C(F)(F)F. Cell line: NCI-H226. Synergy scores: CSS=1.50, Synergy_ZIP=-0.589, Synergy_Bliss=-2.49, Synergy_Loewe=-1.02, Synergy_HSA=-4.20. (5) Drug 1: C1=CC(=CC=C1CCC2=CNC3=C2C(=O)NC(=N3)N)C(=O)NC(CCC(=O)O)C(=O)O. Drug 2: CCC1(CC2CC(C3=C(CCN(C2)C1)C4=CC=CC=C4N3)(C5=C(C=C6C(=C5)C78CCN9C7C(C=CC9)(C(C(C8N6C=O)(C(=O)OC)O)OC(=O)C)CC)OC)C(=O)OC)O.OS(=O)(=O)O. Cell line: OVCAR-5. Synergy scores: CSS=20.8, Synergy_ZIP=4.08, Synergy_Bliss=6.47, Synergy_Loewe=5.71, Synergy_HSA=5.64. (6) Drug 1: CC1C(C(=O)NC(C(=O)N2CCCC2C(=O)N(CC(=O)N(C(C(=O)O1)C(C)C)C)C)C(C)C)NC(=O)C3=C4C(=C(C=C3)C)OC5=C(C(=O)C(=C(C5=N4)C(=O)NC6C(OC(=O)C(N(C(=O)CN(C(=O)C7CCCN7C(=O)C(NC6=O)C(C)C)C)C)C(C)C)C)N)C. Drug 2: C1C(C(OC1N2C=NC(=NC2=O)N)CO)O. Cell line: MDA-MB-231. Synergy scores: CSS=14.5, Synergy_ZIP=-1.93, Synergy_Bliss=2.58, Synergy_Loewe=0.0849, Synergy_HSA=2.49.